From a dataset of Reaction yield outcomes from USPTO patents with 853,638 reactions. Predict the reaction yield, written as a fraction of the theoretical maximum amount of product (1.0 means a 100% yield; for example, 0.34 means a 34% yield). The reactants are [IH:1].Cl[C:3]1[N:8]=[C:7]([CH3:9])[CH:6]=[C:5]([C:10]2[CH:15]=[CH:14][C:13]([C:16]([F:19])([F:18])[F:17])=[CH:12][CH:11]=2)[N:4]=1. The catalyst is C(Cl)Cl. The product is [I:1][C:3]1[N:8]=[C:7]([CH3:9])[CH:6]=[C:5]([C:10]2[CH:15]=[CH:14][C:13]([C:16]([F:19])([F:18])[F:17])=[CH:12][CH:11]=2)[N:4]=1. The yield is 0.857.